This data is from Peptide-MHC class II binding affinity with 134,281 pairs from IEDB. The task is: Regression. Given a peptide amino acid sequence and an MHC pseudo amino acid sequence, predict their binding affinity value. This is MHC class II binding data. (1) The MHC is DRB1_0801 with pseudo-sequence DRB1_0801. The binding affinity (normalized) is 0.511. The peptide sequence is SLETVAIDRPAEVRK. (2) The peptide sequence is DKGPGFVVTGRVYCD. The MHC is HLA-DPA10201-DPB11401 with pseudo-sequence HLA-DPA10201-DPB11401. The binding affinity (normalized) is 0.